From a dataset of NCI-60 drug combinations with 297,098 pairs across 59 cell lines. Regression. Given two drug SMILES strings and cell line genomic features, predict the synergy score measuring deviation from expected non-interaction effect. (1) Drug 1: CNC(=O)C1=CC=CC=C1SC2=CC3=C(C=C2)C(=NN3)C=CC4=CC=CC=N4. Drug 2: COC1=CC(=CC(=C1O)OC)C2C3C(COC3=O)C(C4=CC5=C(C=C24)OCO5)OC6C(C(C7C(O6)COC(O7)C8=CC=CS8)O)O. Cell line: COLO 205. Synergy scores: CSS=47.8, Synergy_ZIP=0.133, Synergy_Bliss=-1.62, Synergy_Loewe=-21.0, Synergy_HSA=-3.88. (2) Drug 1: C1CC(=O)NC(=O)C1N2CC3=C(C2=O)C=CC=C3N. Drug 2: CC1C(C(CC(O1)OC2CC(CC3=C2C(=C4C(=C3O)C(=O)C5=C(C4=O)C(=CC=C5)OC)O)(C(=O)C)O)N)O.Cl. Cell line: OVCAR3. Synergy scores: CSS=23.7, Synergy_ZIP=-5.85, Synergy_Bliss=-0.591, Synergy_Loewe=-17.3, Synergy_HSA=-0.988. (3) Drug 1: CS(=O)(=O)C1=CC(=C(C=C1)C(=O)NC2=CC(=C(C=C2)Cl)C3=CC=CC=N3)Cl. Drug 2: COC1=C(C=C2C(=C1)N=CN=C2NC3=CC(=C(C=C3)F)Cl)OCCCN4CCOCC4. Cell line: NCIH23. Synergy scores: CSS=20.1, Synergy_ZIP=-4.18, Synergy_Bliss=-0.904, Synergy_Loewe=-6.61, Synergy_HSA=-0.781. (4) Drug 1: CC12CCC3C(C1CCC2=O)CC(=C)C4=CC(=O)C=CC34C. Drug 2: CN(C(=O)NC(C=O)C(C(C(CO)O)O)O)N=O. Cell line: SW-620. Synergy scores: CSS=29.2, Synergy_ZIP=-2.93, Synergy_Bliss=-1.62, Synergy_Loewe=-7.14, Synergy_HSA=-0.799. (5) Drug 1: CCCS(=O)(=O)NC1=C(C(=C(C=C1)F)C(=O)C2=CNC3=C2C=C(C=N3)C4=CC=C(C=C4)Cl)F. Drug 2: B(C(CC(C)C)NC(=O)C(CC1=CC=CC=C1)NC(=O)C2=NC=CN=C2)(O)O. Cell line: A498. Synergy scores: CSS=33.2, Synergy_ZIP=7.45, Synergy_Bliss=12.1, Synergy_Loewe=1.08, Synergy_HSA=11.8. (6) Drug 1: C1=CC(=CC=C1CCC2=CNC3=C2C(=O)NC(=N3)N)C(=O)NC(CCC(=O)O)C(=O)O. Drug 2: CCN(CC)CCCC(C)NC1=C2C=C(C=CC2=NC3=C1C=CC(=C3)Cl)OC. Cell line: NCI-H522. Synergy scores: CSS=25.3, Synergy_ZIP=-8.55, Synergy_Bliss=-5.76, Synergy_Loewe=-32.7, Synergy_HSA=-5.03. (7) Cell line: NCI-H460. Synergy scores: CSS=66.8, Synergy_ZIP=3.41, Synergy_Bliss=1.18, Synergy_Loewe=-28.0, Synergy_HSA=0.396. Drug 2: C#CCC(CC1=CN=C2C(=N1)C(=NC(=N2)N)N)C3=CC=C(C=C3)C(=O)NC(CCC(=O)O)C(=O)O. Drug 1: CCCCCOC(=O)NC1=NC(=O)N(C=C1F)C2C(C(C(O2)C)O)O. (8) Drug 1: C1=NC(=NC(=O)N1C2C(C(C(O2)CO)O)O)N. Drug 2: N.N.Cl[Pt+2]Cl. Cell line: SF-295. Synergy scores: CSS=31.7, Synergy_ZIP=-1.19, Synergy_Bliss=1.02, Synergy_Loewe=-7.35, Synergy_HSA=1.96. (9) Drug 1: C1CCC(C1)C(CC#N)N2C=C(C=N2)C3=C4C=CNC4=NC=N3. Drug 2: C1=CC=C(C=C1)NC(=O)CCCCCCC(=O)NO. Cell line: OVCAR-8. Synergy scores: CSS=29.1, Synergy_ZIP=-4.85, Synergy_Bliss=0.523, Synergy_Loewe=-44.1, Synergy_HSA=-1.08.